This data is from Full USPTO retrosynthesis dataset with 1.9M reactions from patents (1976-2016). The task is: Predict the reactants needed to synthesize the given product. (1) Given the product [NH2:9][C:8]([NH:17][C:18]1[CH:19]=[CH:20][C:21]([CH2:24][CH2:25][C:26]2[N:27]=[C:28]([NH:42][C:43](=[O:45])[CH3:44])[S:29][C:30]=2[CH2:31][C:32]2[CH:37]=[CH:36][CH:35]=[C:34]([S:38]([CH3:41])(=[O:40])=[O:39])[CH:33]=2)=[CH:22][CH:23]=1)=[NH:7], predict the reactants needed to synthesize it. The reactants are: C(OC(=O)[NH:7][CH:8]([NH:17][C:18]1[CH:23]=[CH:22][C:21]([CH2:24][CH2:25][C:26]2[N:27]=[C:28]([NH:42][C:43](=[O:45])[CH3:44])[S:29][C:30]=2[CH2:31][C:32]2[CH:37]=[CH:36][CH:35]=[C:34]([S:38]([CH3:41])(=[O:40])=[O:39])[CH:33]=2)=[CH:20][CH:19]=1)[NH:9]C(=O)OC(C)(C)C)(C)(C)C.Cl. (2) Given the product [C:1]12([NH:6][C:7]([C:9]3[CH:10]=[C:11]([C:15]4[C:16]([CH2:35][C:36]([NH:44][CH3:43])=[O:37])=[CH:17][C:18]5[O:22][C:21]([C:23]6[CH:28]=[CH:27][C:26]([F:29])=[CH:25][CH:24]=6)=[C:20]([C:30]([NH:31][CH3:32])=[O:33])[C:19]=5[CH:34]=4)[CH:12]=[CH:13][CH:14]=3)=[O:8])[CH2:5][CH:3]([CH2:2]1)[CH2:4]2, predict the reactants needed to synthesize it. The reactants are: [C:1]12([NH:6][C:7]([C:9]3[CH:10]=[C:11]([C:15]4[C:16]([CH2:35][C:36](O)=[O:37])=[CH:17][C:18]5[O:22][C:21]([C:23]6[CH:28]=[CH:27][C:26]([F:29])=[CH:25][CH:24]=6)=[C:20]([C:30](=[O:33])[NH:31][CH3:32])[C:19]=5[CH:34]=4)[CH:12]=[CH:13][CH:14]=3)=[O:8])[CH2:5][CH:3]([CH2:4]1)[CH2:2]2.Cl.CN.C[CH2:43][N:44](C(C)C)C(C)C.CN(C(ON1N=NC2C=CC=NC1=2)=[N+](C)C)C.F[P-](F)(F)(F)(F)F. (3) Given the product [Cl:23][C:8]1[N:7]=[C:6]([NH:10][CH:11]2[CH2:13][CH2:12]2)[N:5]=[C:4]([C:14]2[CH:19]=[CH:18][CH:17]=[C:16]([Cl:20])[CH:15]=2)[C:3]=1[C:1]#[N:2], predict the reactants needed to synthesize it. The reactants are: [C:1]([C:3]1[C:8](=O)[NH:7][C:6]([NH:10][CH:11]2[CH2:13][CH2:12]2)=[N:5][C:4]=1[C:14]1[CH:19]=[CH:18][CH:17]=[C:16]([Cl:20])[CH:15]=1)#[N:2].O=P(Cl)(Cl)[Cl:23]. (4) Given the product [O:8]=[C:6]([C:24]1[CH:28]=[C:29]([F:38])[C:30]([F:37])=[C:31]([O:32][C:33]([Cl:36])([F:35])[F:34])[C:23]=1[F:22])[CH2:5][C:4]([O:12][CH2:13][CH3:14])=[O:11], predict the reactants needed to synthesize it. The reactants are: [Mg+2].[Cl-].[Cl-].[C:4]([O:12][CH2:13][CH3:14])(=[O:11])[CH2:5][C:6]([O:8]CC)=O.C(N(CC)CC)C.[F:22][C:23]1[C:31]([O:32][C:33]([Cl:36])([F:35])[F:34])=[C:30]([F:37])[C:29]([F:38])=[CH:28][C:24]=1C(Cl)=O.Cl. (5) Given the product [CH3:1][O:2][C:3](=[O:7])[CH2:4][CH2:5][S:6][C:15]1[C:24]([C:25](=[O:26])[NH:27][CH2:28][C:29]2[S:30][CH:31]=[CH:32][CH:33]=2)=[CH:23][C:22]2[C:17](=[CH:18][CH:19]=[CH:20][CH:21]=2)[N:16]=1, predict the reactants needed to synthesize it. The reactants are: [CH3:1][O:2][C:3](=[O:7])[CH2:4][CH2:5][SH:6].CC([O-])(C)C.[K+].Cl[C:15]1[C:24]([C:25]([NH:27][CH2:28][C:29]2[S:30][CH:31]=[CH:32][CH:33]=2)=[O:26])=[CH:23][C:22]2[C:17](=[CH:18][CH:19]=[CH:20][CH:21]=2)[N:16]=1.CCCCCC. (6) The reactants are: [CH3:1][CH:2]1[C:7](=O)[CH2:6][CH2:5][CH2:4][C:3]1=[O:9].[C:10]([C:12]1[CH:13]=[C:14]([CH:16]=[CH:17][CH:18]=1)[NH2:15])#[CH:11].C(O)(=O)C. Given the product [C:10]([C:12]1[CH:13]=[C:14]([NH:15][C:7]2[CH2:6][CH2:5][CH2:4][C:3](=[O:9])[C:2]=2[CH3:1])[CH:16]=[CH:17][CH:18]=1)#[CH:11], predict the reactants needed to synthesize it. (7) Given the product [CH2:3]([S:5][C:12]1[C:13]([C:22]([NH:24][C:25]2[CH:30]=[CH:29][C:28]([C:31]([F:32])([F:33])[F:34])=[CH:27][N:26]=2)=[O:23])=[N:14][CH:15]=[C:16]([C:18]([F:19])([F:20])[F:21])[CH:17]=1)[CH3:4], predict the reactants needed to synthesize it. The reactants are: [H-].[Na+].[CH2:3]([SH:5])[CH3:4].CN(C=O)C.Cl[C:12]1[C:13]([C:22]([NH:24][C:25]2[CH:30]=[CH:29][C:28]([C:31]([F:34])([F:33])[F:32])=[CH:27][N:26]=2)=[O:23])=[N:14][CH:15]=[C:16]([C:18]([F:21])([F:20])[F:19])[CH:17]=1.